Dataset: Peptide-MHC class I binding affinity with 185,985 pairs from IEDB/IMGT. Task: Regression. Given a peptide amino acid sequence and an MHC pseudo amino acid sequence, predict their binding affinity value. This is MHC class I binding data. (1) The peptide sequence is ITLWQRPIV. The MHC is HLA-B07:02 with pseudo-sequence HLA-B07:02. The binding affinity (normalized) is 0.153. (2) The peptide sequence is AKYEICLEK. The MHC is HLA-B15:17 with pseudo-sequence HLA-B15:17. The binding affinity (normalized) is 0.0847. (3) The MHC is HLA-A02:02 with pseudo-sequence HLA-A02:02. The binding affinity (normalized) is 0. The peptide sequence is RGPGRAFVTI. (4) The peptide sequence is KIDYYIPYV. The MHC is HLA-A02:06 with pseudo-sequence HLA-A02:06. The binding affinity (normalized) is 0.988. (5) The peptide sequence is KMTPWSAYW. The binding affinity (normalized) is 0.626. The MHC is HLA-B15:01 with pseudo-sequence HLA-B15:01. (6) The peptide sequence is GTADKMPATS. The MHC is Mamu-A02 with pseudo-sequence Mamu-A02. The binding affinity (normalized) is 0.0316. (7) The peptide sequence is SLRLSCAASGF. The MHC is Mamu-B01 with pseudo-sequence Mamu-B01. The binding affinity (normalized) is 0.453.